From a dataset of Peptide-MHC class II binding affinity with 134,281 pairs from IEDB. Regression. Given a peptide amino acid sequence and an MHC pseudo amino acid sequence, predict their binding affinity value. This is MHC class II binding data. (1) The MHC is HLA-DQA10501-DQB10303 with pseudo-sequence HLA-DQA10501-DQB10303. The binding affinity (normalized) is 0.304. The peptide sequence is TVMPLLCGIGCAMLH. (2) The peptide sequence is PNWVRKVFIDTIPNI. The MHC is HLA-DQA10101-DQB10501 with pseudo-sequence HLA-DQA10101-DQB10501. The binding affinity (normalized) is 0.590. (3) The MHC is DRB4_0103 with pseudo-sequence DRB4_0103. The binding affinity (normalized) is 0.408. The peptide sequence is LQNALDILDKVHEPF.